This data is from CYP2D6 substrate classification data from Carbon-Mangels et al.. The task is: Regression/Classification. Given a drug SMILES string, predict its absorption, distribution, metabolism, or excretion properties. Task type varies by dataset: regression for continuous measurements (e.g., permeability, clearance, half-life) or binary classification for categorical outcomes (e.g., BBB penetration, CYP inhibition). Dataset: cyp2d6_substrate_carbonmangels. (1) The drug is CCCCCCCN(CC)CCC[C@@H](O)c1ccc(NS(C)(=O)=O)cc1. The result is 0 (non-substrate). (2) The drug is CC(C)N(CC[C@@](C(N)=O)(c1ccccc1)c1ccccn1)C(C)C. The result is 0 (non-substrate). (3) The molecule is CN1CCN(C2=Nc3cc(Cl)ccc3Nc3ccccc32)CC1. The result is 1 (substrate). (4) The molecule is Cc1ccc(O)c([C@@H](CCN(C(C)C)C(C)C)c2ccccc2)c1. The result is 1 (substrate). (5) The drug is C=CCC1([C@@H](C)CCC)C(=O)NC(=O)NC1=O. The result is 0 (non-substrate). (6) The compound is CCN(CC)Cc1cc(Nc2ccnc3cc(Cl)ccc23)ccc1O. The result is 1 (substrate). (7) The molecule is CC(C)(C)NC(=O)[C@@H]1C[C@@H]2CCCC[C@@H]2CN1C[C@@H](O)[C@H](Cc1ccccc1)NC(=O)[C@H](CC(N)=O)NC(=O)c1ccc2ccccc2n1. The result is 1 (substrate).